Task: Regression. Given two drug SMILES strings and cell line genomic features, predict the synergy score measuring deviation from expected non-interaction effect.. Dataset: NCI-60 drug combinations with 297,098 pairs across 59 cell lines Drug 1: C1=NC2=C(N1)C(=S)N=C(N2)N. Drug 2: C(CCl)NC(=O)N(CCCl)N=O. Cell line: SK-MEL-2. Synergy scores: CSS=20.6, Synergy_ZIP=-4.09, Synergy_Bliss=-1.91, Synergy_Loewe=-3.58, Synergy_HSA=-3.29.